This data is from NCI-60 drug combinations with 297,098 pairs across 59 cell lines. The task is: Regression. Given two drug SMILES strings and cell line genomic features, predict the synergy score measuring deviation from expected non-interaction effect. (1) Drug 1: C1C(C(OC1N2C=NC3=C(N=C(N=C32)Cl)N)CO)O. Drug 2: CC(C)CN1C=NC2=C1C3=CC=CC=C3N=C2N. Cell line: SF-268. Synergy scores: CSS=4.21, Synergy_ZIP=-0.316, Synergy_Bliss=2.04, Synergy_Loewe=-1.67, Synergy_HSA=-1.75. (2) Drug 1: COC1=NC(=NC2=C1N=CN2C3C(C(C(O3)CO)O)O)N. Drug 2: C(CN)CNCCSP(=O)(O)O. Cell line: SNB-19. Synergy scores: CSS=-1.18, Synergy_ZIP=-0.721, Synergy_Bliss=-2.52, Synergy_Loewe=-1.17, Synergy_HSA=-2.19.